Dataset: Full USPTO retrosynthesis dataset with 1.9M reactions from patents (1976-2016). Task: Predict the reactants needed to synthesize the given product. Given the product [CH3:20][N:18]1[CH:19]=[C:15]([N:14]2[C:5]3[C:4]4[CH:3]=[C:2]([C:34]5[CH:35]=[C:36]6[N:28]([CH2:27][CH2:26][O:25][CH3:24])[C:29](=[O:47])[N:30]([CH3:46])[C:31]6=[N:32][CH:33]=5)[CH:11]=[CH:10][C:9]=4[N:8]=[CH:7][C:6]=3[N:12]([CH3:23])[C:13]2=[O:22])[C:16]([CH3:21])=[N:17]1, predict the reactants needed to synthesize it. The reactants are: Br[C:2]1[CH:11]=[CH:10][C:9]2[N:8]=[CH:7][C:6]3[N:12]([CH3:23])[C:13](=[O:22])[N:14]([C:15]4[C:16]([CH3:21])=[N:17][N:18]([CH3:20])[CH:19]=4)[C:5]=3[C:4]=2[CH:3]=1.[CH3:24][O:25][CH2:26][CH2:27][N:28]1[C:36]2[C:31](=[N:32][CH:33]=[C:34](B3OC(C)(C)C(C)(C)O3)[CH:35]=2)[N:30]([CH3:46])[C:29]1=[O:47].